Dataset: Forward reaction prediction with 1.9M reactions from USPTO patents (1976-2016). Task: Predict the product of the given reaction. (1) Given the reactants [Cl:1][C:2]1[C:7]([F:8])=[CH:6][CH:5]=[C:4]([Cl:9])[C:3]=1[CH2:10][OH:11].[Br-].[Na+].CC1(C)N([O])C(C)(C)CCC1.Cl[O-].[Na+].C(=O)(O)[O-].[Na+], predict the reaction product. The product is: [Cl:1][C:2]1[C:7]([F:8])=[CH:6][CH:5]=[C:4]([Cl:9])[C:3]=1[CH:10]=[O:11]. (2) Given the reactants COC1C=C([C:11](=O)[CH2:12][CH2:13][C:14]([N:16]2[CH2:21][CH2:20][N:19]3CCC[C@H:18]3[CH2:17]2)=O)C=CC=1OC.C(OC(N1CCCC[C@H]1C(O)=O)=O)(C)(C)C.[F:42][C:43]1[CH:44]=[C:45]([CH:53]=[CH:54][C:55]=1[O:56][CH3:57])[C:46]([CH2:48][CH2:49][C:50]([OH:52])=O)=[O:47], predict the reaction product. The product is: [F:42][C:43]1[CH:44]=[C:45]([C:46](=[O:47])[CH2:48][CH2:49][C:50]([N:19]2[CH2:20][CH2:21][N:16]3[CH2:14][CH2:13][CH2:12][CH2:11][C@H:17]3[CH2:18]2)=[O:52])[CH:53]=[CH:54][C:55]=1[O:56][CH3:57]. (3) Given the reactants [NH2:1][C:2]1[CH:3]=[C:4]2[C:20](=[O:21])[NH:19][N:18]=[CH:17][C:6]3=[C:7]([C:11]4[CH:16]=[CH:15][CH:14]=[CH:13][CH:12]=4)[NH:8][C:9]([CH:10]=1)=[C:5]23.[F:22][C:23]1[C:31]([F:32])=[CH:30][CH:29]=[CH:28][C:24]=1[C:25](O)=[O:26].C(N(CC)CC)C.F[P-](F)(F)(F)(F)F.N1(OC(N(C)C)=[N+](C)C)C2N=CC=CC=2N=N1, predict the reaction product. The product is: [F:22][C:23]1[C:31]([F:32])=[CH:30][CH:29]=[CH:28][C:24]=1[C:25]([NH:1][C:2]1[CH:3]=[C:4]2[C:20](=[O:21])[NH:19][N:18]=[CH:17][C:6]3=[C:7]([C:11]4[CH:12]=[CH:13][CH:14]=[CH:15][CH:16]=4)[NH:8][C:9]([CH:10]=1)=[C:5]23)=[O:26]. (4) Given the reactants [CH3:1][C:2]1[CH:3]=[C:4]([CH2:22][C:23]([O:25]C(C)(C)C)=[O:24])[CH:5]=[CH:6][C:7]=1[NH:8][C:9]([NH:11][C:12]1[CH:17]=[CH:16][CH:15]=[CH:14][C:13]=1[C:18]([F:21])([F:20])[F:19])=[O:10].C(O)(C(F)(F)F)=O, predict the reaction product. The product is: [CH3:1][C:2]1[CH:3]=[C:4]([CH2:22][C:23]([OH:25])=[O:24])[CH:5]=[CH:6][C:7]=1[NH:8][C:9]([NH:11][C:12]1[CH:17]=[CH:16][CH:15]=[CH:14][C:13]=1[C:18]([F:20])([F:21])[F:19])=[O:10]. (5) Given the reactants [ClH:1].Cl.Cl.FC1C2C(=CC=CC=2)C=NC=1C1C(N)=NC=C(C2C=NN(C3CCNCC3)C=2)C=1.C(OC([N:40]1[CH2:45][CH2:44][CH:43]([N:46]2[CH:50]=[C:49]([C:51]3[CH:52]=[N:53][C:54]([NH2:69])=[C:55]([C:57]4[N:58]=[CH:59][C:60]5[C:65]([CH:66]=4)=[C:64]([Cl:67])[CH:63]=[CH:62][C:61]=5[F:68])[CH:56]=3)[CH:48]=[N:47]2)[CH2:42][CH2:41]1)=O)(C)(C)C, predict the reaction product. The product is: [ClH:67].[ClH:1].[ClH:67].[Cl:67][C:64]1[CH:63]=[CH:62][C:61]([F:68])=[C:60]2[C:65]=1[CH:66]=[C:57]([C:55]1[C:54]([NH2:69])=[N:53][CH:52]=[C:51]([C:49]3[CH:48]=[N:47][N:46]([CH:43]4[CH2:42][CH2:41][NH:40][CH2:45][CH2:44]4)[CH:50]=3)[CH:56]=1)[N:58]=[CH:59]2.